Dataset: Full USPTO retrosynthesis dataset with 1.9M reactions from patents (1976-2016). Task: Predict the reactants needed to synthesize the given product. (1) Given the product [Cl:1][CH2:2][C:3]([O:5][C@H:6]1[C@@H:18]([CH2:19][O:20][CH2:21][C:22]2[CH:27]=[CH:26][CH:25]=[CH:24][CH:23]=2)[O:17][C@@H:9]([F:50])[C@H:8]([O:28][CH2:29][C:30]2[CH:35]=[CH:34][CH:33]=[CH:32][CH:31]=2)[C@H:7]1[O:36][CH2:37][C:38]1[CH:43]=[CH:42][CH:41]=[CH:40][CH:39]=1)=[O:4], predict the reactants needed to synthesize it. The reactants are: [Cl:1][CH2:2][C:3]([O:5][C@H:6]1[C@@H:18]([CH2:19][O:20][CH2:21][C:22]2[CH:27]=[CH:26][CH:25]=[CH:24][CH:23]=2)[O:17][C@@H:9](SC2C=CC=CC=2)[C@H:8]([O:28][CH2:29][C:30]2[CH:35]=[CH:34][CH:33]=[CH:32][CH:31]=2)[C@H:7]1[O:36][CH2:37][C:38]1[CH:43]=[CH:42][CH:41]=[CH:40][CH:39]=1)=[O:4].CCN(S(F)(F)[F:50])CC.C1C(=O)N(Br)C(=O)C1. (2) The reactants are: [C:1](Cl)(=O)C(Cl)=O.N1([CH2:11][CH2:12][S:13]([C:16]2[CH:37]=[CH:36][C:19]3[N:20]=[C:21]([NH:23][C:24]([NH:26][C:27](=[O:35])[C:28]4[CH:33]=[CH:32][CH:31]=[CH:30][C:29]=4[Cl:34])=[O:25])[S:22][C:18]=3[CH:17]=2)(=[O:15])=[O:14])CCC1.ClC1[CH:63]=[CH:62][C:61]([N:64]2C=CN=[N:65]2)=CC=1C(NC(=O)NC1SC2C=C(S(C)(=O)=O)C=CC=2N=1)=O.[I-:69].[Na+]. Given the product [Cl:34][C:29]1[CH:30]=[CH:31][C:32]([N:64]2[CH:61]=[CH:62][CH:63]=[N:65]2)=[CH:33][C:28]=1[C:27]([NH:26][C:24](=[O:25])[NH:23][C:21]1[S:22][C:18]2[CH:17]=[C:16]([S:13]([CH2:12][CH2:11][CH2:1][I:69])(=[O:15])=[O:14])[CH:37]=[CH:36][C:19]=2[N:20]=1)=[O:35], predict the reactants needed to synthesize it. (3) Given the product [N:6]1([C:12]2[C:17]([CH:18]([OH:19])[CH3:1])=[CH:16][CH:15]=[C:14]([C:20]([F:23])([F:21])[F:22])[N:13]=2)[CH2:11][CH2:10][O:9][CH2:8][CH2:7]1, predict the reactants needed to synthesize it. The reactants are: [CH2:1](OCC)C.[N:6]1([C:12]2[C:17]([CH:18]=[O:19])=[CH:16][CH:15]=[C:14]([C:20]([F:23])([F:22])[F:21])[N:13]=2)[CH2:11][CH2:10][O:9][CH2:8][CH2:7]1.C[Mg]Cl. (4) Given the product [Cl:12][C:13]1[CH:18]=[C:17]([Cl:19])[CH:16]=[CH:15][C:14]=1[C:20]([N:22]=[C:23]=[S:24])=[O:21].[Cl:12][C:13]1[CH:18]=[C:17]([Cl:19])[CH:16]=[CH:15][C:14]=1[C:20]([NH:22][C:23]([NH:44][C:43]1[CH:45]=[CH:46][C:40]([O:39][C:30]2[C:29]3[C:34](=[CH:35][C:36]([O:37][CH3:38])=[C:27]([O:26][CH3:25])[CH:28]=3)[N:33]=[CH:32][CH:31]=2)=[CH:41][CH:42]=1)=[S:24])=[O:21], predict the reactants needed to synthesize it. The reactants are: ClC1C=C(Cl)C=CC=1C(Cl)=O.[Cl:12][C:13]1[CH:18]=[C:17]([Cl:19])[CH:16]=[CH:15][C:14]=1[C:20]([N:22]=[C:23]=[S:24])=[O:21].[CH3:25][O:26][C:27]1[CH:28]=[C:29]2[C:34](=[CH:35][C:36]=1[O:37][CH3:38])[N:33]=[CH:32][CH:31]=[C:30]2[O:39][C:40]1[CH:46]=[CH:45][C:43]([NH2:44])=[CH:42][CH:41]=1.C1(C)C=CC=CC=1. (5) The reactants are: F[C:2]1[CH:7]=[CH:6][C:5]([N+:8]([O-:10])=[O:9])=[C:4]([O:11][CH:12]([CH3:14])[CH3:13])[CH:3]=1.[N:15]12[CH2:23][CH2:22][CH2:21][C@@H:20]1[CH2:19][NH:18][CH2:17][CH2:16]2.C(=O)([O-])[O-].[K+].[K+].O. Given the product [N+:8]([C:5]1[CH:6]=[CH:7][C:2]([N:18]2[CH2:17][CH2:16][N:15]3[CH2:23][CH2:22][CH2:21][C@@H:20]3[CH2:19]2)=[CH:3][C:4]=1[O:11][CH:12]([CH3:14])[CH3:13])([O-:10])=[O:9], predict the reactants needed to synthesize it. (6) Given the product [CH:1]([N:4]1[C:5]2[C:6](=[C:7]([CH3:11])[CH:8]=[CH:9][CH:10]=2)[CH:12]=[C:15]([C:16]([O:18][CH2:19][CH3:20])=[O:17])[C:14]1=[O:21])([CH3:2])[CH3:3], predict the reactants needed to synthesize it. The reactants are: [CH:1]([NH:4][C:5]1[CH:10]=[CH:9][CH:8]=[C:7]([CH3:11])[C:6]=1[CH2:12]O)([CH3:3])[CH3:2].[C:14](OCC)(=[O:21])[CH2:15][C:16]([O:18][CH2:19][CH3:20])=[O:17].N1CCCCC1. (7) The reactants are: COC1C=CC(C[N:8](CC2C=CC(OC)=CC=2)[C:9]2[N:14]=[C:13]([CH3:15])[N:12]=[C:11]([C:16]3[C:17]([NH:24][C:25]4[CH:26]=[N:27][C:28]([O:31][CH3:32])=[CH:29][CH:30]=4)=[N:18][CH:19]=[C:20]([CH:23]=3)[CH:21]=O)[N:10]=2)=CC=1.[CH3:44][S:45]([CH:48]1[CH2:51][NH:50][CH2:49]1)(=[O:47])=[O:46]. Given the product [CH3:32][O:31][C:28]1[N:27]=[CH:26][C:25]([NH:24][C:17]2[C:16]([C:11]3[N:12]=[C:13]([CH3:15])[N:14]=[C:9]([NH2:8])[N:10]=3)=[CH:23][C:20]([CH2:21][N:50]3[CH2:51][CH:48]([S:45]([CH3:44])(=[O:47])=[O:46])[CH2:49]3)=[CH:19][N:18]=2)=[CH:30][CH:29]=1, predict the reactants needed to synthesize it. (8) Given the product [Br:15][C:16]1[CH:24]=[CH:23][C:22]([O:25][CH3:26])=[CH:21][C:17]=1[C:18]([N:6]1[CH:7]([C:29]2[C:30]3[C:35](=[CH:34][CH:33]=[CH:32][CH:31]=3)[NH:27][CH:28]=2)[C:8]2[C:13](=[CH:12][CH:11]=[CH:10][CH:9]=2)[C:14]2[CH:1]=[CH:2][CH:3]=[CH:4][C:5]1=2)=[O:19], predict the reactants needed to synthesize it. The reactants are: [CH:1]1[C:14]2[C:5](=[N:6][CH:7]=[C:8]3[C:13]=2[CH:12]=[CH:11][CH:10]=[CH:9]3)[CH:4]=[CH:3][CH:2]=1.[Br:15][C:16]1[CH:24]=[CH:23][C:22]([O:25][CH3:26])=[CH:21][C:17]=1[C:18](Cl)=[O:19].[NH:27]1[C:35]2[C:30](=[CH:31][CH:32]=[CH:33][CH:34]=2)[CH:29]=[CH:28]1. (9) The reactants are: [C:1]([O:5][C:6]([N:8]1[CH2:13][CH2:12][C:11]2[NH:14][N:15]=[C:16]([C:17]3[CH:22]=[CH:21][C:20]([Cl:23])=[C:19]([CH3:24])[CH:18]=3)[C:10]=2[CH2:9]1)=[O:7])([CH3:4])([CH3:3])[CH3:2].[CH2:25]([CH:27]1[O:29][CH2:28]1)Cl.C(=O)([O-])[O-].[Cs+].[Cs+]. Given the product [C:1]([O:5][C:6]([N:8]1[CH2:13][CH2:12][C:11]2[N:14]([CH2:25][CH:27]3[CH2:28][O:29]3)[N:15]=[C:16]([C:17]3[CH:22]=[CH:21][C:20]([Cl:23])=[C:19]([CH3:24])[CH:18]=3)[C:10]=2[CH2:9]1)=[O:7])([CH3:4])([CH3:3])[CH3:2], predict the reactants needed to synthesize it.